From a dataset of Full USPTO retrosynthesis dataset with 1.9M reactions from patents (1976-2016). Predict the reactants needed to synthesize the given product. (1) Given the product [CH2:23]([C:11]1[C:12]([C:19]([O:21][CH3:22])=[O:20])=[CH:13][C:14]([C:15]([O:17][CH3:18])=[O:16])=[C:9]([OH:8])[N:10]=1)[CH3:24], predict the reactants needed to synthesize it. The reactants are: C([O:8][C:9]1[C:14]([C:15]([O:17][CH3:18])=[O:16])=[CH:13][C:12]([C:19]([O:21][CH3:22])=[O:20])=[C:11]([CH2:23][CH3:24])[N:10]=1)C1C=CC=CC=1.C1COCC1.[H][H]. (2) Given the product [Cl:19][C:10]1[CH:9]=[CH:8][C:7]2[C:12](=[CH:13][CH:14]=[C:5]([CH2:4][C:3]([O:2][CH3:1])=[O:16])[CH:6]=2)[N:11]=1, predict the reactants needed to synthesize it. The reactants are: [CH3:1][O:2][C:3](=[O:16])[CH2:4][C:5]1[CH:6]=[C:7]2[C:12](=[CH:13][CH:14]=1)[N+:11]([O-])=[CH:10][CH:9]=[CH:8]2.O=P(Cl)(Cl)[Cl:19]. (3) The reactants are: [CH3:1][C:2]1([CH3:11])[CH2:7][CH2:6][C:5]([CH3:9])([CH3:8])[CH2:4][C:3]1=[O:10].[CH:12]([N-]C(C)C)([CH3:14])[CH3:13].[Li+].CN(C)P(N(C)C)(N(C)C)=O.BrCC=C. Given the product [CH2:14]([CH:4]1[C:3](=[O:10])[C:2]([CH3:11])([CH3:1])[CH2:7][CH2:6][C:5]1([CH3:9])[CH3:8])[CH:12]=[CH2:13], predict the reactants needed to synthesize it. (4) The reactants are: C12CC(C1(C)C)[CH:4]([OH:10])[CH:3]([C:11]1([CH:21]3[CH2:26]C4CC(C4(C)C)=C3C)CC3C[C:13]([C:14]3([CH3:19])C)=[C:12]1C)C=2C.[CH3:32]C1(C)OC2(C)CCC1CC2. Given the product [C:14]12([CH3:19])[C:21]([CH3:26])([CH3:32])[CH:11]([CH2:12][CH2:13]1)[CH2:3][C:4]2=[O:10], predict the reactants needed to synthesize it. (5) Given the product [ClH:25].[F:1][C:2]1[CH:9]=[CH:8][C:5]([CH2:6][NH:10][CH:11]([C:15]2[CH:20]=[CH:19][CH:18]=[CH:17][CH:16]=2)[C:12]([OH:14])=[O:13])=[CH:4][CH:3]=1, predict the reactants needed to synthesize it. The reactants are: [F:1][C:2]1[CH:9]=[CH:8][C:5]([CH:6]=O)=[CH:4][CH:3]=1.[NH2:10][CH:11]([C:15]1[CH:20]=[CH:19][CH:18]=[CH:17][CH:16]=1)[C:12]([OH:14])=[O:13].[OH-].[Na+].[BH4-].[Na+].[ClH:25]. (6) The reactants are: Cl[C:2]1[CH:34]=[CH:33][C:5]2=[N:6][N:7]([C:9]3[CH:14]=[C:13]([C:15]([CH2:18][C:19]([CH3:22])([CH3:21])[CH3:20])([CH3:17])[CH3:16])[CH:12]=[C:11]([C:23]([C:26]4[CH:31]=[CH:30][CH:29]=[CH:28][CH:27]=4)([CH3:25])[CH3:24])[C:10]=3[OH:32])[N:8]=[C:4]2[CH:3]=1.[CH2:35]([SH:39])[CH2:36][CH2:37][CH3:38].[OH-].[K+].CN1CCCC1=O.Cl. Given the product [CH2:35]([S:39][C:2]1[CH:34]=[CH:33][C:5]2=[N:6][N:7]([C:9]3[CH:14]=[C:13]([C:15]([CH2:18][C:19]([CH3:22])([CH3:21])[CH3:20])([CH3:17])[CH3:16])[CH:12]=[C:11]([C:23]([C:26]4[CH:31]=[CH:30][CH:29]=[CH:28][CH:27]=4)([CH3:25])[CH3:24])[C:10]=3[OH:32])[N:8]=[C:4]2[CH:3]=1)[CH2:36][CH2:37][CH3:38], predict the reactants needed to synthesize it. (7) Given the product [NH2:1][C:2]1[C:3]([C:12]#[C:13][C:19]2[N:20]([CH3:24])[N:21]=[C:22]3[C:18]=2[CH:17]=[CH:16][C:15]([Cl:14])=[CH:23]3)=[N:4][CH:5]=[CH:6][C:7]=1[C:8]([O:10][CH3:11])=[O:9], predict the reactants needed to synthesize it. The reactants are: [NH2:1][C:2]1[C:3]([C:12]#[CH:13])=[N:4][CH:5]=[CH:6][C:7]=1[C:8]([O:10][CH3:11])=[O:9].[Cl:14][C:15]1[CH:16]=[CH:17][C:18]2[C:22]([CH:23]=1)=[N:21][N:20]([CH3:24])[C:19]=2I.C([O-])([O-])=O.[K+].[K+]. (8) Given the product [NH:1]1[C:5]2=[N:6][CH:7]=[CH:8][CH:9]=[C:4]2[CH:3]=[CH:2]1.[NH+:1]1([O-:18])[C:5]2=[N:6][CH:7]=[CH:8][CH:9]=[C:4]2[CH:3]=[CH:2]1.[CH:10]1[CH:15]=[C:14]([Cl:16])[CH:13]=[C:12]([C:17]([OH:19])=[O:18])[CH:11]=1, predict the reactants needed to synthesize it. The reactants are: [NH:1]1[C:5]2=[N:6][CH:7]=[CH:8][CH:9]=[C:4]2[CH:3]=[CH:2]1.[CH:10]1[CH:15]=[C:14]([Cl:16])[CH:13]=[C:12]([C:17]([O:19]O)=[O:18])[CH:11]=1. (9) The reactants are: [O:1]1[C:5]2[CH:6]=[CH:7][CH:8]=[CH:9][C:4]=2[C:3]([NH:10][C:11]([N:13]2[CH2:18][CH2:17][N:16]([C:19]3[S:23][N:22]=[C:21]([N:24]4[CH2:29][CH2:28][CH:27]([C:30](O)=[O:31])[CH2:26][CH2:25]4)[N:20]=3)[CH2:15][CH2:14]2)=[O:12])=[N:2]1.ON1C2C=CC=CC=2N=N1.Cl.CN(C)CCCN=C=NCC.[NH2:55][CH2:56][CH2:57][NH:58][C:59](=[O:65])[O:60][C:61]([CH3:64])([CH3:63])[CH3:62]. Given the product [O:1]1[C:5]2[CH:6]=[CH:7][CH:8]=[CH:9][C:4]=2[C:3]([NH:10][C:11]([N:13]2[CH2:14][CH2:15][N:16]([C:19]3[S:23][N:22]=[C:21]([N:24]4[CH2:25][CH2:26][CH:27]([C:30]([NH:55][CH2:56][CH2:57][NH:58][C:59](=[O:65])[O:60][C:61]([CH3:63])([CH3:62])[CH3:64])=[O:31])[CH2:28][CH2:29]4)[N:20]=3)[CH2:17][CH2:18]2)=[O:12])=[N:2]1, predict the reactants needed to synthesize it. (10) Given the product [NH2:35][C:33]1[N:32]=[CH:31][N:30]=[C:29]2[N:28]([CH:8]([C:6]3[C:5]([O:11][CH3:12])=[C:4]([CH:13]4[CH2:16][N:15]([C:17]([O:19][C:20]([CH3:23])([CH3:22])[CH3:21])=[O:18])[CH2:14]4)[C:3]([F:24])=[C:2]([Cl:1])[CH:7]=3)[CH3:9])[N:27]=[C:26]([I:25])[C:34]=12, predict the reactants needed to synthesize it. The reactants are: [Cl:1][C:2]1[C:3]([F:24])=[C:4]([CH:13]2[CH2:16][N:15]([C:17]([O:19][C:20]([CH3:23])([CH3:22])[CH3:21])=[O:18])[CH2:14]2)[C:5]([O:11][CH3:12])=[C:6]([CH:8](Cl)[CH3:9])[CH:7]=1.[I:25][C:26]1[C:34]2[C:29](=[N:30][CH:31]=[N:32][C:33]=2[NH2:35])[NH:28][N:27]=1.[I-].[K+].C(=O)([O-])[O-].[Cs+].[Cs+].